Task: Regression. Given two drug SMILES strings and cell line genomic features, predict the synergy score measuring deviation from expected non-interaction effect.. Dataset: NCI-60 drug combinations with 297,098 pairs across 59 cell lines Drug 1: CC12CCC3C(C1CCC2NC(=O)OCC(F)(F)F)CCC4C3(C=CC(=O)N4C)C. Drug 2: CCN(CC)CCNC(=O)C1=C(NC(=C1C)C=C2C3=C(C=CC(=C3)F)NC2=O)C. Cell line: NCIH23. Synergy scores: CSS=51.1, Synergy_ZIP=1.53, Synergy_Bliss=1.48, Synergy_Loewe=-0.0619, Synergy_HSA=4.77.